The task is: Predict which catalyst facilitates the given reaction.. This data is from Catalyst prediction with 721,799 reactions and 888 catalyst types from USPTO. (1) Product: [C:7]([O:48][C:45](=[O:46])[NH:1][CH2:2][CH2:3][CH2:4][N:5]1[C:14]2[CH:13]=[CH:12][C:11]([Cl:15])=[CH:10][C:9]=2[C:8]2=[N:16][N:17]([CH:30]3[CH2:31][CH2:32][CH2:33][CH2:34][O:36]3)[C:18]([CH2:19][CH:20]=[O:21])=[C:7]2[C:6]1=[O:22])([CH3:8])([CH3:18])[CH3:6]. Reactant: [NH2:1][CH2:2][CH2:3][CH2:4][N:5]1[C:14]2[CH:13]=[CH:12][C:11]([Cl:15])=[CH:10][C:9]=2[C:8]2=[N:16][NH:17][C:18]([CH2:19][CH2:20][OH:21])=[C:7]2[C:6]1=[O:22].CC(OI1(OC(C)=O)(OC(C)=O)[O:36][C:34](=O)[C:33]2[CH:32]=[CH:31][CH:30]=CC1=2)=O.[C:45]([O-:48])(O)=[O:46].[Na+]. The catalyst class is: 2. (2) Reactant: [N+:1]([C:4]1[CH:5]=[C:6]([CH:32]=[CH:33][CH:34]=1)[CH2:7][NH:8][C:9]1[CH:14]=[C:13]([NH:15][C:16]2[CH:21]=[CH:20][C:19]([N:22]3[CH2:27][CH2:26][NH:25][CH2:24][CH2:23]3)=[CH:18][CH:17]=2)[N:12]=[CH:11][C:10]=1[CH2:28][C:29]([NH2:31])=[O:30])([O-:3])=[O:2].Cl.Cl[CH2:37][CH2:38][N:39]([CH2:42][CH3:43])[CH2:40][CH3:41].C(=O)([O-])[O-].[K+].[K+].O. Product: [CH2:38]([N:39]([CH2:42][CH3:43])[CH2:40][CH2:41][N:25]1[CH2:24][CH2:23][N:22]([C:19]2[CH:20]=[CH:21][C:16]([NH:15][C:13]3[N:12]=[CH:11][C:10]([CH2:28][C:29]([NH2:31])=[O:30])=[C:9]([NH:8][CH2:7][C:6]4[CH:32]=[CH:33][CH:34]=[C:4]([N+:1]([O-:3])=[O:2])[CH:5]=4)[CH:14]=3)=[CH:17][CH:18]=2)[CH2:27][CH2:26]1)[CH3:37]. The catalyst class is: 9. (3) Reactant: Cl.[CH3:2][CH:3]([O:5][C:6]1[CH:13]=[CH:12][C:11]([C:14]2[S:15][C:16]([C:19]3[C:20]([CH3:29])=[C:21]4[C:26](=[CH:27][CH:28]=3)[CH2:25][NH:24][CH2:23][CH2:22]4)=[N:17][N:18]=2)=[CH:10][C:7]=1[C:8]#[N:9])[CH3:4].[C:30]([O:34][CH2:35][CH3:36])(=[O:33])[CH:31]=[CH2:32].N1CCCN2CCCCCC=12.CC#N. Product: [C:8]([C:7]1[CH:10]=[C:11]([C:14]2[S:15][C:16]([C:19]3[C:20]([CH3:29])=[C:21]4[C:26](=[CH:27][CH:28]=3)[CH2:25][N:24]([CH2:32][CH2:31][C:30]([O:34][CH2:35][CH3:36])=[O:33])[CH2:23][CH2:22]4)=[N:17][N:18]=2)[CH:12]=[CH:13][C:6]=1[O:5][CH:3]([CH3:2])[CH3:4])#[N:9]. The catalyst class is: 25. (4) Product: [CH3:26][N:27]([CH2:2][C:3]1[N:4]=[C:5]([NH:18][CH2:19][C:20]2[CH:25]=[CH:24][CH:23]=[CH:22][N:21]=2)[C:6]2[C:11]([C:12]3[CH:17]=[CH:16][CH:15]=[CH:14][CH:13]=3)=[CH:10][S:9][C:7]=2[N:8]=1)[CH3:28]. Reactant: Cl[CH2:2][C:3]1[N:4]=[C:5]([NH:18][CH2:19][C:20]2[CH:25]=[CH:24][CH:23]=[CH:22][N:21]=2)[C:6]2[C:11]([C:12]3[CH:17]=[CH:16][CH:15]=[CH:14][CH:13]=3)=[CH:10][S:9][C:7]=2[N:8]=1.[CH3:26][NH:27][CH3:28]. The catalyst class is: 40. (5) Reactant: [F:1][C:2]1[CH:21]=[C:20]([N:22]2[CH2:27][CH2:26][O:25][CH2:24][CH2:23]2)[CH:19]=[CH:18][C:3]=1[CH2:4][N:5]1[CH2:10][CH2:9][N:8](C(OC(C)(C)C)=O)[CH2:7][CH2:6]1.Cl. Product: [F:1][C:2]1[CH:21]=[C:20]([N:22]2[CH2:23][CH2:24][O:25][CH2:26][CH2:27]2)[CH:19]=[CH:18][C:3]=1[CH2:4][N:5]1[CH2:6][CH2:7][NH:8][CH2:9][CH2:10]1. The catalyst class is: 2. (6) Reactant: [Br:1][C:2]1[CH:7]=[CH:6][C:5]([S:8](Cl)(=[O:10])=[O:9])=[C:4]([C:12]([F:15])([F:14])[F:13])[CH:3]=1.[CH:16]1([NH2:20])[CH2:19][CH2:18][CH2:17]1. Product: [Br:1][C:2]1[CH:7]=[CH:6][C:5]([S:8]([NH:20][CH:16]2[CH2:19][CH2:18][CH2:17]2)(=[O:10])=[O:9])=[C:4]([C:12]([F:15])([F:14])[F:13])[CH:3]=1. The catalyst class is: 4. (7) The catalyst class is: 84. Reactant: [N:1]1[C:10]2[C:5](=[CH:6][CH:7]=[CH:8][CH:9]=2)[CH:4]=[CH:3][C:2]=1[C:11]([OH:13])=O.C(Cl)(=O)C(C)(C)C.C(N(CC)CC)C.[NH2:28][C@H:29]([C:34]([OH:36])=[O:35])[CH2:30][C:31](=[O:33])[NH2:32].[OH-].[Na+].C(=O)(O)[O-].[Na+]. Product: [N:1]1[C:10]2[C:5](=[CH:6][CH:7]=[CH:8][CH:9]=2)[CH:4]=[CH:3][C:2]=1[C:11]([NH:28][C@H:29]([C:34]([OH:36])=[O:35])[CH2:30][C:31](=[O:33])[NH2:32])=[O:13].